Task: Predict hERG channel inhibition at various concentrations.. Dataset: hERG Central: cardiac toxicity at 1µM, 10µM, and general inhibition (1) The drug is COc1ccccc1NC(=O)N1CCC(C(=O)c2ccc(Cl)cc2)CC1. Results: hERG_inhib (hERG inhibition (general)): blocker. (2) The drug is COc1nnc(-c2ccc(N3CCOCC3)c(NC(=O)c3ccc(C)cc3)c2)c2ccccc12. Results: hERG_inhib (hERG inhibition (general)): blocker. (3) The compound is Cc1ccc(S(=O)(=O)N(C)c2c(C)ccc(S(=O)(=O)N3CCN(C)CC3)c2C)cc1. Results: hERG_inhib (hERG inhibition (general)): blocker. (4) The molecule is CC1(C)Cc2c(cnn2-c2ccccc2)C(NC(=O)CCc2ccncc2)C1. Results: hERG_inhib (hERG inhibition (general)): blocker. (5) The drug is CCN1CCN(CCCN(Cc2ccco2)C(=S)Nc2cccc(Cl)c2C)CC1. Results: hERG_inhib (hERG inhibition (general)): blocker. (6) The drug is CC(C)c1csc(CN2CCN(CCc3ccccc3)C(CCO)C2)n1. Results: hERG_inhib (hERG inhibition (general)): blocker. (7) The molecule is Cc1nn(C)c(C)c1S(=O)(=O)N(CC(=O)NCCCN1CC(C)CC(C)C1)c1ccc(C(C)C)cc1. Results: hERG_inhib (hERG inhibition (general)): blocker. (8) The compound is Cc1cc(N2CCN(S(=O)(=O)c3ccc(Br)cc3)CC2)n2ncnc2n1. Results: hERG_inhib (hERG inhibition (general)): blocker. (9) The compound is CCOc1ccc(CN(C)CC(O)COC(c2ccc(OC)cc2)c2ccc(OC)cc2)cc1. Results: hERG_inhib (hERG inhibition (general)): blocker.